This data is from Catalyst prediction with 721,799 reactions and 888 catalyst types from USPTO. The task is: Predict which catalyst facilitates the given reaction. (1) Reactant: C([O:5][C:6](=[O:26])[CH2:7][NH:8][C:9]1[CH:10]=[N:11][C:12]([O:15][C:16](=[O:25])[N:17]([CH3:24])[C:18]2[CH:23]=[CH:22][CH:21]=[CH:20][CH:19]=2)=[CH:13][CH:14]=1)(C)(C)C.C(OCC)(=O)C. Product: [CH3:24][N:17]([C:18]1[CH:23]=[CH:22][CH:21]=[CH:20][CH:19]=1)[C:16]([O:15][C:12]1[N:11]=[CH:10][C:9]([NH:8][CH2:7][C:6]([OH:26])=[O:5])=[CH:14][CH:13]=1)=[O:25]. The catalyst class is: 330. (2) The catalyst class is: 2. Product: [CH3:41][O:40][C:39](=[O:42])[N:28]([CH:8]1[CH2:7][C@@H:6]2[C@@:11]([CH3:27])([C@@H:12]3[C@@H:3]([CH2:4][CH2:5]2)[C@:2]2([OH:1])[C@@:15]([CH3:26])([C@@H:16]([C:19]4[CH:20]=[CH:21][C:22](=[O:25])[O:23][CH:24]=4)[CH2:17][CH2:18]2)[CH2:14][CH2:13]3)[CH2:10][CH2:9]1)[CH3:29]. Reactant: [OH:1][C@:2]12[CH2:18][CH2:17][C@H:16]([C:19]3[CH:20]=[CH:21][C:22](=[O:25])[O:23][CH:24]=3)[C@@:15]1([CH3:26])[CH2:14][CH2:13][C@H:12]1[C@H:3]2[CH2:4][CH2:5][C@H:6]2[C@:11]1([CH3:27])[CH2:10][CH2:9][CH:8]([NH:28][CH3:29])[CH2:7]2.CCN(C(C)C)C(C)C.[C:39](Cl)(=[O:42])[O:40][CH3:41].